This data is from Reaction yield outcomes from USPTO patents with 853,638 reactions. The task is: Predict the reaction yield, written as a fraction of the theoretical maximum amount of product (1.0 means a 100% yield; for example, 0.34 means a 34% yield). (1) The reactants are N[C:2]1[CH:9]=[CH:8][C:7]([S:10][CH2:11][CH3:12])=[CH:6][C:3]=1[C:4]#[N:5].NC1C=CC(SC)=CC=1C#N.[BrH:24].N([O-])=O.[Na+]. The catalyst is O1CCOCC1.O.[Cu]Br. The product is [Br:24][C:2]1[CH:9]=[CH:8][C:7]([S:10][CH2:11][CH3:12])=[CH:6][C:3]=1[C:4]#[N:5]. The yield is 0.270. (2) The reactants are [CH:1](N(CC)C(C)C)(C)[CH3:2].[NH:10]1[CH2:15][CH2:14][CH2:13][CH:12]([C:16]2[CH:21]=[CH:20][C:19]([NH:22][C:23]3[N:28]=[C:27]([CH2:29][CH2:30][C:31]4[C:36]([CH2:37][C:38]([NH2:40])=[O:39])=[CH:35][CH:34]=[CH:33][N:32]=4)[C:26]([C:41]([F:44])([F:43])[F:42])=[CH:25][N:24]=3)=[CH:18][CH:17]=2)[CH2:11]1.BrCC. The catalyst is CN(C=O)C. The product is [CH2:1]([N:10]1[CH2:15][CH2:14][CH2:13][CH:12]([C:16]2[CH:21]=[CH:20][C:19]([NH:22][C:23]3[N:28]=[C:27]([CH2:29][CH2:30][C:31]4[C:36]([CH2:37][C:38]([NH2:40])=[O:39])=[CH:35][CH:34]=[CH:33][N:32]=4)[C:26]([C:41]([F:42])([F:44])[F:43])=[CH:25][N:24]=3)=[CH:18][CH:17]=2)[CH2:11]1)[CH3:2]. The yield is 0.360. (3) The reactants are [Br:1][C:2]1[O:6][C:5]([C:7]([OH:9])=O)=[CH:4][CH:3]=1.Cl.[CH2:11]([O:13][C:14](=[O:24])[C@H:15]([CH2:17][CH2:18][C:19]([O:21][CH2:22][CH3:23])=[O:20])[NH2:16])[CH3:12]. No catalyst specified. The product is [CH2:11]([O:13][C:14](=[O:24])[C@@H:15]([NH:16][C:7]([C:5]1[O:6][C:2]([Br:1])=[CH:3][CH:4]=1)=[O:9])[CH2:17][CH2:18][C:19]([O:21][CH2:22][CH3:23])=[O:20])[CH3:12]. The yield is 0.720. (4) The reactants are [O-]P([O-])([O-])=O.[K+].[K+].[K+].[CH3:9][C:10]1[C:15](B(O)O)=[C:14]([CH3:19])[CH:13]=[C:12]([CH3:20])[C:11]=1[C:21]1[CH:26]=[CH:25][CH:24]=[CH:23][CH:22]=1.[Br:27][C:28]1[C:33]([O:34][CH3:35])=[CH:32][CH:31]=[CH:30][C:29]=1I.C1(C)C=CC=CC=1. The catalyst is C1C=CC(/C=C/C(/C=C/C2C=CC=CC=2)=O)=CC=1.C1C=CC(/C=C/C(/C=C/C2C=CC=CC=2)=O)=CC=1.C1C=CC(/C=C/C(/C=C/C2C=CC=CC=2)=O)=CC=1.[Pd].[Pd].COC1C=CC=C(OC)C=1C1C=CC=CC=1P(C1CCCCC1)C1CCCCC1.O. The product is [Br:27][C:28]1[C:33]([O:34][CH3:35])=[CH:32][CH:31]=[CH:30][C:29]=1[C:15]1[C:14]([CH3:19])=[CH:13][C:12]([CH3:20])=[C:11]([C:21]2[CH:26]=[CH:25][CH:24]=[CH:23][CH:22]=2)[C:10]=1[CH3:9]. The yield is 0.870. (5) The product is [O:23]([C:19]1[CH:18]=[C:17]([C:12]23[CH2:15][CH2:16][C:9]([CH2:8][CH2:3][CH2:2][C:1]([O:5][CH3:6])=[O:4])([CH2:14][CH2:13]2)[CH2:10][O:11]3)[CH:22]=[CH:21][CH:20]=1)[C:24]1[CH:25]=[CH:26][CH:27]=[CH:28][CH:29]=1. The catalyst is N1C=CC=CC=1.CCOC(C)=O.[Zn]. The yield is 0.730. The reactants are [C:1]([O:5][CH3:6])(=[O:4])[CH:2]=[CH2:3].I[CH2:8][C:9]12[CH2:16][CH2:15][C:12]([C:17]3[CH:22]=[CH:21][CH:20]=[C:19]([O:23][C:24]4[CH:29]=[CH:28][CH:27]=[CH:26][CH:25]=4)[CH:18]=3)([CH2:13][CH2:14]1)[O:11][CH2:10]2. (6) The reactants are C(O)(=O)C.C(O)(=O)C.[CH3:9][C:10]1[C:11]([OH:19])=[C:12]([CH3:18])[C:13]([CH3:17])=[C:14]([CH:16]=1)[OH:15].C(OC1C=C(C)C(O)=C(C)C=1C)(=O)C.C(OC1C(C)=CC(O)=C(C)C=1C)(=O)C.CC1C(=O)C(C)(C)CC(=O)C=1.S(=O)(=O)(O)O. The catalyst is CCCCCC.C(O)(=O)C.O. The product is [CH3:9][C:10]1[C:11]([OH:19])=[C:12]([CH3:18])[C:13]([CH3:17])=[C:14]([CH:16]=1)[OH:15]. The yield is 0.900.